From a dataset of NCI-60 drug combinations with 297,098 pairs across 59 cell lines. Regression. Given two drug SMILES strings and cell line genomic features, predict the synergy score measuring deviation from expected non-interaction effect. (1) Drug 1: CC1=C2C(C(=O)C3(C(CC4C(C3C(C(C2(C)C)(CC1OC(=O)C(C(C5=CC=CC=C5)NC(=O)OC(C)(C)C)O)O)OC(=O)C6=CC=CC=C6)(CO4)OC(=O)C)OC)C)OC. Drug 2: COC1=CC(=CC(=C1O)OC)C2C3C(COC3=O)C(C4=CC5=C(C=C24)OCO5)OC6C(C(C7C(O6)COC(O7)C8=CC=CS8)O)O. Cell line: K-562. Synergy scores: CSS=53.0, Synergy_ZIP=-6.05, Synergy_Bliss=-9.73, Synergy_Loewe=-7.52, Synergy_HSA=-4.68. (2) Drug 1: CC12CCC(CC1=CCC3C2CCC4(C3CC=C4C5=CN=CC=C5)C)O. Drug 2: CC1=C(C(CCC1)(C)C)C=CC(=CC=CC(=CC(=O)O)C)C. Cell line: DU-145. Synergy scores: CSS=2.51, Synergy_ZIP=-0.309, Synergy_Bliss=-0.152, Synergy_Loewe=-0.360, Synergy_HSA=-1.36. (3) Drug 1: CCCS(=O)(=O)NC1=C(C(=C(C=C1)F)C(=O)C2=CNC3=C2C=C(C=N3)C4=CC=C(C=C4)Cl)F. Drug 2: C(CC(=O)O)C(=O)CN.Cl. Cell line: A498. Synergy scores: CSS=7.09, Synergy_ZIP=-1.95, Synergy_Bliss=0.597, Synergy_Loewe=-0.894, Synergy_HSA=0.0531. (4) Drug 1: COCCOC1=C(C=C2C(=C1)C(=NC=N2)NC3=CC=CC(=C3)C#C)OCCOC.Cl. Drug 2: N.N.Cl[Pt+2]Cl. Cell line: SNB-19. Synergy scores: CSS=33.8, Synergy_ZIP=3.32, Synergy_Bliss=4.84, Synergy_Loewe=-2.42, Synergy_HSA=4.51. (5) Drug 1: CC1=C(C=C(C=C1)NC(=O)C2=CC=C(C=C2)CN3CCN(CC3)C)NC4=NC=CC(=N4)C5=CN=CC=C5. Drug 2: CCCCCOC(=O)NC1=NC(=O)N(C=C1F)C2C(C(C(O2)C)O)O. Cell line: UACC-257. Synergy scores: CSS=-0.00300, Synergy_ZIP=-0.519, Synergy_Bliss=-1.20, Synergy_Loewe=-1.75, Synergy_HSA=-1.51. (6) Drug 1: C1CN1C2=NC(=NC(=N2)N3CC3)N4CC4. Drug 2: CC1C(C(CC(O1)OC2CC(CC3=C2C(=C4C(=C3O)C(=O)C5=C(C4=O)C(=CC=C5)OC)O)(C(=O)C)O)N)O.Cl. Cell line: HOP-62. Synergy scores: CSS=74.0, Synergy_ZIP=-1.61, Synergy_Bliss=-2.86, Synergy_Loewe=1.02, Synergy_HSA=2.25. (7) Drug 1: CC=C1C(=O)NC(C(=O)OC2CC(=O)NC(C(=O)NC(CSSCCC=C2)C(=O)N1)C(C)C)C(C)C. Drug 2: C(CN)CNCCSP(=O)(O)O. Cell line: U251. Synergy scores: CSS=33.5, Synergy_ZIP=3.12, Synergy_Bliss=3.46, Synergy_Loewe=-63.4, Synergy_HSA=-0.467. (8) Cell line: M14. Synergy scores: CSS=3.67, Synergy_ZIP=1.63, Synergy_Bliss=6.43, Synergy_Loewe=-0.0891, Synergy_HSA=0.459. Drug 1: CC1=C(C(CCC1)(C)C)C=CC(=CC=CC(=CC(=O)O)C)C. Drug 2: C1CC(C1)(C(=O)O)C(=O)O.[NH2-].[NH2-].[Pt+2]. (9) Drug 1: CC1=C(C(CCC1)(C)C)C=CC(=CC=CC(=CC(=O)O)C)C. Drug 2: CN(CCCl)CCCl.Cl. Cell line: IGROV1. Synergy scores: CSS=12.3, Synergy_ZIP=1.56, Synergy_Bliss=0.0875, Synergy_Loewe=-4.76, Synergy_HSA=0.909.